Dataset: Full USPTO retrosynthesis dataset with 1.9M reactions from patents (1976-2016). Task: Predict the reactants needed to synthesize the given product. (1) The reactants are: C([Mg]Cl)CCC.C([Li])CCC.Br[C:13]1[CH:18]=[CH:17][CH:16]=[C:15]([Br:19])[N:14]=1.[S:20](Cl)(Cl)(=[O:22])=[O:21].[C:25]1([OH:31])[CH:30]=[CH:29][CH:28]=[CH:27][CH:26]=1.C(N(CC)CC)C. Given the product [Br:19][C:15]1[N:14]=[C:13]([S:20]([O:31][C:25]2[CH:30]=[CH:29][CH:28]=[CH:27][CH:26]=2)(=[O:22])=[O:21])[CH:18]=[CH:17][CH:16]=1, predict the reactants needed to synthesize it. (2) Given the product [CH2:1]([O:3][C:4](=[O:18])[C:5]([CH3:7])([O:8][C:9]1[CH:10]=[CH:11][C:12]([CH2:15][CH2:16][NH:17][C:27](=[O:28])[CH2:26][C:25]2[C:20]([CH3:19])=[N:21][C:22]([C:30]3[CH:35]=[CH:34][C:33]([C:36]([F:37])([F:39])[F:38])=[CH:32][CH:31]=3)=[CH:23][CH:24]=2)=[CH:13][CH:14]=1)[CH3:6])[CH3:2], predict the reactants needed to synthesize it. The reactants are: [CH2:1]([O:3][C:4](=[O:18])[C:5]([O:8][C:9]1[CH:14]=[CH:13][C:12]([CH2:15][CH2:16][NH2:17])=[CH:11][CH:10]=1)([CH3:7])[CH3:6])[CH3:2].[CH3:19][C:20]1[C:25]([CH2:26][C:27](O)=[O:28])=[CH:24][CH:23]=[C:22]([C:30]2[CH:35]=[CH:34][C:33]([C:36]([F:39])([F:38])[F:37])=[CH:32][CH:31]=2)[N:21]=1. (3) Given the product [ClH:31].[O:20]1[CH:21]=[CH:22][CH:23]=[C:19]1[C:16]1[CH:17]=[C:18]2[C:13]([C:12](=[O:28])[N:11]3[CH2:29][CH2:30][NH:8][CH2:9][C@H:10]32)=[C:14]([C:24]([F:26])([F:27])[F:25])[CH:15]=1, predict the reactants needed to synthesize it. The reactants are: C(OC([N:8]1[CH2:30][CH2:29][N:11]2[C:12](=[O:28])[C:13]3[C:18]([C@@H:10]2[CH2:9]1)=[CH:17][C:16]([C:19]1[O:20][CH:21]=[CH:22][CH:23]=1)=[CH:15][C:14]=3[C:24]([F:27])([F:26])[F:25])=O)(C)(C)C.[ClH:31]. (4) Given the product [CH3:1][C:2]1([N:12]2[CH2:17][CH2:16][CH:15]([N:18]3[C:26]4[C:21](=[CH:22][CH:23]=[CH:24][CH:25]=4)[CH2:20][C:19]3=[O:28])[CH2:14][CH2:13]2)[CH2:6][CH2:5][N:4]([C:7]([O:9][CH2:10][CH3:11])=[O:8])[CH2:3]1, predict the reactants needed to synthesize it. The reactants are: [CH3:1][C:2]1([N:12]2[CH2:17][CH2:16][CH:15]([N:18]3[C:26]4[C:21](=[CH:22][CH:23]=[C:24](C)[CH:25]=4)[CH2:20][C:19]3=[O:28])[CH2:14][CH2:13]2)[CH2:6][CH2:5][N:4]([C:7]([O:9][CH2:10][CH3:11])=[O:8])[CH2:3]1.CCO. (5) Given the product [CH3:13][O:14][CH2:15][C:16]1[N:18]=[C:4]([OH:11])[CH:5]=[C:6]([OH:8])[N:17]=1, predict the reactants needed to synthesize it. The reactants are: C(O[C:4](=[O:11])[CH2:5][C:6]([O:8]CC)=O)C.Cl.[CH3:13][O:14][CH2:15][C:16]([NH2:18])=[NH:17].C[O-].[Na+].CO. (6) Given the product [CH2:1]([N:4]1[C:14](=[O:25])[C:15]([C:16]2[C:17]([CH3:24])=[CH:18][C:19]([CH3:23])=[CH:20][C:21]=2[CH3:22])=[C:10]([OH:12])[C:9]2[S:8][CH:7]=[N:6][C:5]1=2)[CH:2]=[CH2:3], predict the reactants needed to synthesize it. The reactants are: [CH2:1]([N:4]([C:14](=[O:25])[CH2:15][C:16]1[C:21]([CH3:22])=[CH:20][C:19]([CH3:23])=[CH:18][C:17]=1[CH3:24])[C:5]1[N:6]=[CH:7][S:8][C:9]=1[C:10]([O:12]C)=O)[CH:2]=[CH2:3].[H-].[Na+].O. (7) Given the product [F:31][C:32]1[CH:37]=[CH:36][C:35]([O:41][CH3:42])=[C:34]([C:2]2[CH:7]=[CH:6][CH:5]=[CH:4][C:3]=2[CH2:8][CH2:9][C:10]([N:12]([CH:22]([CH3:24])[CH3:23])[NH:13][C:14](=[O:21])[C:15]2[CH:20]=[CH:19][CH:18]=[CH:17][CH:16]=2)=[O:11])[CH:33]=1, predict the reactants needed to synthesize it. The reactants are: Br[C:2]1[CH:7]=[CH:6][CH:5]=[CH:4][C:3]=1[CH2:8][CH2:9][C:10]([N:12]([CH:22]([CH3:24])[CH3:23])[NH:13][C:14](=[O:21])[C:15]1[CH:20]=[CH:19][CH:18]=[CH:17][CH:16]=1)=[O:11].C([O-])([O-])=O.[Na+].[Na+].[F:31][C:32]1[CH:33]=[CH:34][C:35]([O:41][CH3:42])=[C:36](B(O)O)[CH:37]=1. (8) Given the product [NH2:23][C:21]1[CH:20]=[CH:19][C:3]([O:4][C:5]2[CH:10]=[CH:9][N:8]=[C:7]([NH:11][C:12]([N:14]3[CH2:18][CH2:17][CH2:16][CH2:15]3)=[O:13])[CH:6]=2)=[C:2]([CH3:1])[CH:22]=1, predict the reactants needed to synthesize it. The reactants are: [CH3:1][C:2]1[CH:22]=[C:21]([N+:23]([O-])=O)[CH:20]=[CH:19][C:3]=1[O:4][C:5]1[CH:10]=[CH:9][N:8]=[C:7]([NH:11][C:12]([N:14]2[CH2:18][CH2:17][CH2:16][CH2:15]2)=[O:13])[CH:6]=1.[Cl-].[NH4+].O.C(OCC)(=O)C.